This data is from Reaction yield outcomes from USPTO patents with 853,638 reactions. The task is: Predict the reaction yield, written as a fraction of the theoretical maximum amount of product (1.0 means a 100% yield; for example, 0.34 means a 34% yield). (1) The product is [F:29][C:26]1[CH:27]=[CH:28][C:23]([NH:1][C:2]2[C:11]3[C:6](=[C:7]([C:12]([O:14][CH3:15])=[O:13])[CH:8]=[CH:9][CH:10]=3)[N:5]=[C:4]([C:16]3[CH:17]=[N:18][CH:19]=[CH:20][CH:21]=3)[N:3]=2)=[N:24][CH:25]=1. The reactants are [NH2:1][C:2]1[C:11]2[C:6](=[C:7]([C:12]([O:14][CH3:15])=[O:13])[CH:8]=[CH:9][CH:10]=2)[N:5]=[C:4]([C:16]2[CH:17]=[N:18][CH:19]=[CH:20][CH:21]=2)[N:3]=1.Br[C:23]1[CH:28]=[CH:27][C:26]([F:29])=[CH:25][N:24]=1.CC1(C)C2C(=C(P(C3C=CC=CC=3)C3C=CC=CC=3)C=CC=2)OC2C(P(C3C=CC=CC=3)C3C=CC=CC=3)=CC=CC1=2.CC(C)([O-])C.[Na+]. The catalyst is C1(C)C=CC=CC=1.C1C=CC(/C=C/C(/C=C/C2C=CC=CC=2)=O)=CC=1.C1C=CC(/C=C/C(/C=C/C2C=CC=CC=2)=O)=CC=1.C1C=CC(/C=C/C(/C=C/C2C=CC=CC=2)=O)=CC=1.[Pd].[Pd]. The yield is 0.330. (2) The reactants are C([O:5][C:6]([NH:8][C@H:9]([CH2:14][C:15]1[CH:20]=[CH:19][C:18]([OH:21])=[CH:17][CH:16]=1)[C:10]([O:12][CH3:13])=[O:11])=[O:7])(C)(C)C.S(OOS([O-])(=O)=O)([O-])(=O)=O.[K+].[K+]. The catalyst is C(#N)C.O.[O-]S([O-])(=O)=O.[Cu+2]. The product is [CH3:13][O:12][CH2:10][CH2:9][O:21][C:18]1[CH:17]=[CH:16][C:15]([C@@H:14]2[O:7][C:6](=[O:5])[NH:8][C@H:9]2[C:10]([O:12][CH3:13])=[O:11])=[CH:20][CH:19]=1. The yield is 0.520.